Dataset: Full USPTO retrosynthesis dataset with 1.9M reactions from patents (1976-2016). Task: Predict the reactants needed to synthesize the given product. Given the product [CH2:1]([O:8][CH2:9][N:10]1[C:14]2[CH:15]=[N:16][N:17]([CH2:20][O:21][CH2:22][CH2:23][Si:24]([CH3:26])([CH3:25])[CH3:27])[C:18](=[O:19])[C:13]=2[C:12]([OH:45])=[C:11]1[CH2:31][C:32]1[CH:40]=[CH:35][CH:36]=[CH:34][CH:33]=1)[C:2]1[CH:3]=[CH:4][CH:5]=[CH:6][CH:7]=1, predict the reactants needed to synthesize it. The reactants are: [CH2:1]([O:8][CH2:9][N:10]1[C:14]2[CH:15]=[N:16][N:17]([CH2:20][O:21][CH2:22][CH2:23][Si:24]([CH3:27])([CH3:26])[CH3:25])[C:18](=[O:19])[C:13]=2[C:12](C=O)=[CH:11]1)[C:2]1[CH:7]=[CH:6][CH:5]=[CH:4][CH:3]=1.O1[CH2:34][CH2:33][CH2:32][CH2:31]1.[C:35]1([Mg]Br)[CH:40]=CC=C[CH:36]=1.[Cl-].[NH4+].[O:45]1CCCC1.